This data is from Catalyst prediction with 721,799 reactions and 888 catalyst types from USPTO. The task is: Predict which catalyst facilitates the given reaction. (1) Reactant: [C:1]([C:5]1[CH:20]=[C:8]2[N:9]=[C:10]([CH3:19])[C:11]([CH2:14][C:15]([O:17][CH3:18])=[O:16])=[C:12]([Cl:13])[N:7]2[N:6]=1)([CH3:4])([CH3:3])[CH3:2].[Li+].C[Si]([N-][Si](C)(C)C)(C)C.I[CH2:32][CH2:33][CH3:34]. Product: [C:1]([C:5]1[CH:20]=[C:8]2[N:9]=[C:10]([CH3:19])[C:11]([CH:14]([CH2:32][CH2:33][CH3:34])[C:15]([O:17][CH3:18])=[O:16])=[C:12]([Cl:13])[N:7]2[N:6]=1)([CH3:4])([CH3:3])[CH3:2]. The catalyst class is: 3. (2) Reactant: COCN[C:5]([C:7]1[C:12]([F:13])=[CH:11][C:10]([Br:14])=[CH:9][N:8]=1)=[O:6].CC(C[AlH]CC(C)C)C. Product: [F:13][C:12]1[C:7]([CH:5]=[O:6])=[N:8][CH:9]=[C:10]([Br:14])[CH:11]=1. The catalyst class is: 1.